Dataset: Forward reaction prediction with 1.9M reactions from USPTO patents (1976-2016). Task: Predict the product of the given reaction. Given the reactants [C:1](Cl)(=O)C.[CH3:5][S:6][C:7]1[C:8]2[N:15]=[C:14]([C:16]([OH:18])=[O:17])[S:13][C:9]=2[N:10]=[CH:11][N:12]=1, predict the reaction product. The product is: [CH3:1][O:17][C:16]([C:14]1[S:13][C:9]2[N:10]=[CH:11][N:12]=[C:7]([S:6][CH3:5])[C:8]=2[N:15]=1)=[O:18].